Dataset: Forward reaction prediction with 1.9M reactions from USPTO patents (1976-2016). Task: Predict the product of the given reaction. (1) Given the reactants [K:1].[C:2]1([S:8]([NH:11][C:12](=[O:36])[C:13]2[CH:18]=[CH:17][C:16]([N+:19]([O-])=O)=[C:15]([NH:22][CH2:23][C:24]3[CH:29]=[CH:28][C:27]([C:30]4[CH:35]=[CH:34][CH:33]=[CH:32][CH:31]=4)=[CH:26][CH:25]=3)[CH:14]=2)(=[O:10])=[O:9])[CH:7]=[CH:6][CH:5]=[CH:4][CH:3]=1.C(=O)(O)[O-].[K+].CO.CC(C)=O, predict the reaction product. The product is: [K:1].[C:2]1([S:8]([NH:11][C:12](=[O:36])[C:13]2[CH:18]=[CH:17][C:16]([NH2:19])=[C:15]([NH:22][CH2:23][C:24]3[CH:29]=[CH:28][C:27]([C:30]4[CH:31]=[CH:32][CH:33]=[CH:34][CH:35]=4)=[CH:26][CH:25]=3)[CH:14]=2)(=[O:9])=[O:10])[CH:3]=[CH:4][CH:5]=[CH:6][CH:7]=1. (2) The product is: [F:25][C:12]1[C:13]([NH:15][CH2:16][CH:17]2[CH2:22][CH:21]([C:23]#[N:24])[CH2:20][CH2:19][O:18]2)=[N:14][C:9]([OH:8])=[CH:10][CH:11]=1. Given the reactants C([O:8][C:9]1[N:14]=[C:13]([NH:15][CH2:16][CH:17]2[CH2:22][CH:21]([C:23]#[N:24])[CH2:20][CH2:19][O:18]2)[C:12]([F:25])=[CH:11][CH:10]=1)C1C=CC=CC=1.C([O-])=O.[NH4+], predict the reaction product. (3) Given the reactants [Cl:1][C:2]1[CH:7]=[C:6]([O:8][CH3:9])[CH:5]=[C:4]([Cl:10])[C:3]=1[C:11]1[C:12]([CH3:25])=[N:13][N:14]2[C:19](NCCN)=[CH:18][C:17]([CH3:24])=[N:16][C:15]=12.O1CCC(=O)CC1.C([BH3-])#N.[Na+].[ClH:37], predict the reaction product. The product is: [Cl:37][C:19]1[N:14]2[N:13]=[C:12]([CH3:25])[C:11]([C:3]3[C:2]([Cl:1])=[CH:7][C:6]([O:8][CH3:9])=[CH:5][C:4]=3[Cl:10])=[C:15]2[N:16]=[C:17]([CH3:24])[CH:18]=1. (4) Given the reactants [N+:1]([C:4]1[CH:5]=[C:6]([CH:11]=[CH:12][CH:13]=1)[C:7]([O:9][CH3:10])=[O:8])([O-:3])=[O:2].[Br:14]N1C(=O)NC(=O)N(Br)C1=O, predict the reaction product. The product is: [Br:14][C:12]1[CH:11]=[C:6]([CH:5]=[C:4]([N+:1]([O-:3])=[O:2])[CH:13]=1)[C:7]([O:9][CH3:10])=[O:8]. (5) Given the reactants Cl[C:2]1[C:7]([NH:8][C:9](=[O:15])[O:10][C:11]([CH3:14])([CH3:13])[CH3:12])=[CH:6][C:5]([F:16])=[C:4]([Cl:17])[N:3]=1.[C:18]([Si:22]([CH3:37])([CH3:36])[O:23][C@@H:24]1[CH2:28][O:27][C@@H:26]2[C@H:29]([O:32][CH2:33][C:34]#[CH:35])[CH2:30][O:31][C@H:25]12)([CH3:21])([CH3:20])[CH3:19].C1(N(C)C2CCCCC2)CCCCC1, predict the reaction product. The product is: [Si:22]([O:23][C@H:24]1[C@H:25]2[O:31][CH2:30][C@@H:29]([O:32][CH2:33][C:34]#[C:35][C:2]3[C:7]([NH:8][C:9](=[O:15])[O:10][C:11]([CH3:14])([CH3:13])[CH3:12])=[CH:6][C:5]([F:16])=[C:4]([Cl:17])[N:3]=3)[C@H:26]2[O:27][CH2:28]1)([C:18]([CH3:21])([CH3:20])[CH3:19])([CH3:37])[CH3:36].